Dataset: Forward reaction prediction with 1.9M reactions from USPTO patents (1976-2016). Task: Predict the product of the given reaction. (1) Given the reactants C([N:8](CC1C=CC=CC=1)[S:9]([C:12]1[CH:17]=[CH:16][CH:15]=[CH:14][C:13]=1[NH:18][C:19]1[N:23]([C:24]2[CH:29]=[CH:28][CH:27]=[CH:26][C:25]=2[CH3:30])[N:22]=[C:21]([C:31]([CH3:34])([CH3:33])[CH3:32])[CH:20]=1)(=[O:11])=[O:10])C1C=CC=CC=1.OS(O)(=O)=O.[OH-].[Na+], predict the reaction product. The product is: [C:31]([C:21]1[CH:20]=[C:19]([NH:18][C:13]2[CH:14]=[CH:15][CH:16]=[CH:17][C:12]=2[S:9]([NH2:8])(=[O:10])=[O:11])[N:23]([C:24]2[CH:29]=[CH:28][CH:27]=[CH:26][C:25]=2[CH3:30])[N:22]=1)([CH3:34])([CH3:33])[CH3:32]. (2) Given the reactants [O-]CC.[Mg+2].[O-]CC.[C:8]([O:16][CH2:17][CH3:18])(=[O:15])[CH2:9][C:10]([O:12][CH2:13][CH3:14])=[O:11].[C:19](Cl)(=[O:22])[CH2:20][CH3:21].Cl.C([O-])(O)=O.[Na+], predict the reaction product. The product is: [C:19]([CH:9]([C:10]([O:12][CH2:13][CH3:14])=[O:11])[C:8]([O:16][CH2:17][CH3:18])=[O:15])(=[O:22])[CH2:20][CH3:21]. (3) The product is: [CH2:1]([O:8][C:9]([N:11]([CH2:32][C:33]([N:35]1[CH2:39][C@@H:38]([F:40])[CH2:37][C@H:36]1[C:41]#[N:42])=[O:34])[C:12]12[CH2:19][CH2:18][C:15]([C:20]([N:57]3[CH2:56][CH2:55][CH:54]([N:50]4[CH2:51][CH2:52][CH2:53][C@@H:48]([C:46](=[O:47])[N:45]([CH2:60][CH3:61])[CH2:43][CH3:44])[CH2:49]4)[CH2:59][CH2:58]3)=[O:21])([CH2:16][CH2:17]1)[CH2:14][CH2:13]2)=[O:10])[C:2]1[CH:7]=[CH:6][CH:5]=[CH:4][CH:3]=1. Given the reactants [CH2:1]([O:8][C:9]([N:11]([CH2:32][C:33]([N:35]1[CH2:39][C@@H:38]([F:40])[CH2:37][C@H:36]1[C:41]#[N:42])=[O:34])[C:12]12[CH2:19][CH2:18][C:15]([C:20](ON3C4C=CC=CC=4N=N3)=[O:21])([CH2:16][CH2:17]1)[CH2:14][CH2:13]2)=[O:10])[C:2]1[CH:7]=[CH:6][CH:5]=[CH:4][CH:3]=1.[CH2:43]([N:45]([CH2:60][CH3:61])[C:46]([C@@H:48]1[CH2:53][CH2:52][CH2:51][N:50]([CH:54]2[CH2:59][CH2:58][NH:57][CH2:56][CH2:55]2)[CH2:49]1)=[O:47])[CH3:44], predict the reaction product. (4) Given the reactants CO[C:3]1[CH:9]=[C:8](OC)[CH:7]=[CH:6][C:4]=1[NH2:5].[Cl:12][C:13]1[CH:14]=[C:15]([CH:19]=[CH:20][C:21]=1[O:22]C)[C:16]([OH:18])=[O:17], predict the reaction product. The product is: [Cl:12][C:13]1[CH:14]=[C:15]([C:16]2([OH:17])[NH:5][C:4]3[CH:6]=[CH:7][CH:8]=[CH:9][C:3]=3[O:18]2)[CH:19]=[CH:20][C:21]=1[OH:22].